Dataset: Full USPTO retrosynthesis dataset with 1.9M reactions from patents (1976-2016). Task: Predict the reactants needed to synthesize the given product. Given the product [CH3:29][N:30]([CH3:41])[CH2:31][CH2:32][O:33][C:34]1[CH:35]=[C:36]([NH:37][C:2]2[N:7]=[C:6]([C:8]3[N:12]4[CH:13]=[CH:14][CH:15]=[CH:16][C:11]4=[N:10][C:9]=3[C:17]3[CH:18]=[CH:19][C:20]([O:25][CH3:26])=[C:21]([CH:24]=3)[C:22]#[N:23])[CH:5]=[CH:4][N:3]=2)[CH:38]=[CH:39][CH:40]=1, predict the reactants needed to synthesize it. The reactants are: Cl[C:2]1[N:7]=[C:6]([C:8]2[N:12]3[CH:13]=[CH:14][CH:15]=[CH:16][C:11]3=[N:10][C:9]=2[C:17]2[CH:18]=[CH:19][C:20]([O:25][CH3:26])=[C:21]([CH:24]=2)[C:22]#[N:23])[CH:5]=[CH:4][N:3]=1.Cl.Cl.[CH3:29][N:30]([CH3:41])[CH2:31][CH2:32][O:33][C:34]1[CH:35]=[C:36]([CH:38]=[CH:39][CH:40]=1)[NH2:37].Cl.C([O-])(O)=O.[Na+].